This data is from Aqueous solubility values for 9,982 compounds from the AqSolDB database. The task is: Regression/Classification. Given a drug SMILES string, predict its absorption, distribution, metabolism, or excretion properties. Task type varies by dataset: regression for continuous measurements (e.g., permeability, clearance, half-life) or binary classification for categorical outcomes (e.g., BBB penetration, CYP inhibition). For this dataset (solubility_aqsoldb), we predict Y. The molecule is NC(=O)C(=NO)C(N)=O. The Y is -0.0384 log mol/L.